Dataset: Forward reaction prediction with 1.9M reactions from USPTO patents (1976-2016). Task: Predict the product of the given reaction. (1) Given the reactants Cl.[NH2:2][CH2:3][C:4]1[CH:12]=[CH:11][CH:10]=[C:9]2[C:5]=1[CH2:6][N:7]([CH:14]1[CH2:19][CH2:18][C:17](=[O:20])[NH:16][C:15]1=[O:21])[C:8]2=[O:13].[C:22](Cl)(=[O:31])[C:23]1[CH:28]=[CH:27][C:26]([O:29][CH3:30])=[CH:25][CH:24]=1.C(N(CC)CC)C, predict the reaction product. The product is: [O:21]=[C:15]1[CH:14]([N:7]2[CH2:6][C:5]3[C:9](=[CH:10][CH:11]=[CH:12][C:4]=3[CH2:3][NH:2][C:22](=[O:31])[C:23]3[CH:28]=[CH:27][C:26]([O:29][CH3:30])=[CH:25][CH:24]=3)[C:8]2=[O:13])[CH2:19][CH2:18][C:17](=[O:20])[NH:16]1. (2) Given the reactants [CH3:1][N:2]1[CH2:7][CH2:6][N:5]([C:8]2[C:16]3[C:11](=[CH:12][C:13]([N+:17]([O-])=O)=[CH:14][CH:15]=3)[NH:10][N:9]=2)[CH2:4][CH2:3]1, predict the reaction product. The product is: [CH3:1][N:2]1[CH2:7][CH2:6][N:5]([C:8]2[C:16]3[C:11](=[CH:12][C:13]([NH2:17])=[CH:14][CH:15]=3)[NH:10][N:9]=2)[CH2:4][CH2:3]1.